Regression. Given a peptide amino acid sequence and an MHC pseudo amino acid sequence, predict their binding affinity value. This is MHC class II binding data. From a dataset of Peptide-MHC class II binding affinity with 134,281 pairs from IEDB. (1) The peptide sequence is GETLLRAVESYLLAH. The MHC is HLA-DPA10201-DPB10501 with pseudo-sequence HLA-DPA10201-DPB10501. The binding affinity (normalized) is 0.806. (2) The peptide sequence is EKKYFAETQFEPLAA. The MHC is HLA-DPA10103-DPB10401 with pseudo-sequence HLA-DPA10103-DPB10401. The binding affinity (normalized) is 0.997. (3) The peptide sequence is MGNSKSKSNPSSSSE. The binding affinity (normalized) is 0. The MHC is DRB5_0101 with pseudo-sequence DRB5_0101. (4) The peptide sequence is QRGNFKGQKRIKCF. The MHC is DRB1_0405 with pseudo-sequence DRB1_0405. The binding affinity (normalized) is 0.119. (5) The binding affinity (normalized) is 0.343. The MHC is DRB1_0901 with pseudo-sequence DRB1_0901. The peptide sequence is YNTDGSTDYGILQINSR. (6) The peptide sequence is DLDDEQEILNYMSPH. The MHC is HLA-DQA10501-DQB10402 with pseudo-sequence HLA-DQA10501-DQB10402. The binding affinity (normalized) is 0. (7) The MHC is HLA-DPA10301-DPB10402 with pseudo-sequence HLA-DPA10301-DPB10402. The binding affinity (normalized) is 0.901. The peptide sequence is VLMAVVLASLIYRRR. (8) The peptide sequence is LKQATTAPCAVMDIT. The MHC is DRB1_0405 with pseudo-sequence DRB1_0405. The binding affinity (normalized) is 0.148.